This data is from Catalyst prediction with 721,799 reactions and 888 catalyst types from USPTO. The task is: Predict which catalyst facilitates the given reaction. Product: [NH2:30][C:25]1[CH:26]=[CH:27][CH:28]=[CH:29][C:24]=1[NH:31][C:19](=[O:20])[C:18]1[CH:17]=[CH:16][C:15]([CH2:14][NH:13][C:10]2[CH:11]=[CH:12][C:7]([N:1]3[CH2:6][CH2:5][O:4][CH2:3][CH2:2]3)=[CH:8][CH:9]=2)=[CH:23][CH:22]=1. The catalyst class is: 3. Reactant: [N:1]1([C:7]2[CH:12]=[CH:11][C:10]([NH:13][CH2:14][C:15]3[CH:23]=[CH:22][C:18]([C:19](O)=[O:20])=[CH:17][CH:16]=3)=[CH:9][CH:8]=2)[CH2:6][CH2:5][O:4][CH2:3][CH2:2]1.[C:24]1([NH2:31])[CH:29]=[CH:28][CH:27]=[CH:26][C:25]=1[NH2:30].F[P-](F)(F)(F)(F)F.N1(O[P+](N(C)C)(N(C)C)N(C)C)C2C=CC=CC=2N=N1.CCN(CC)CC.